From a dataset of Full USPTO retrosynthesis dataset with 1.9M reactions from patents (1976-2016). Predict the reactants needed to synthesize the given product. Given the product [C:20](=[O:21])([O:19][C:16]1[CH:15]=[CH:14][C:13]([N+:10]([O-:12])=[O:11])=[CH:18][CH:17]=1)[O:9][CH2:8][C:5]1[CH:6]=[N:7][C:2]([CH3:1])=[CH:3][CH:4]=1, predict the reactants needed to synthesize it. The reactants are: [CH3:1][C:2]1[N:7]=[CH:6][C:5]([CH2:8][OH:9])=[CH:4][CH:3]=1.[N+:10]([C:13]1[CH:18]=[CH:17][C:16]([O:19][C:20](=O)[O:21]C2C=CC([N+]([O-])=O)=CC=2)=[CH:15][CH:14]=1)([O-:12])=[O:11].CN1CCOCC1.